From a dataset of Forward reaction prediction with 1.9M reactions from USPTO patents (1976-2016). Predict the product of the given reaction. (1) Given the reactants COC1C=CC(C[N:8](CC2C=CC(OC)=CC=2)[C:9]2[N:14]=[C:13]([CH3:15])[N:12]=[C:11]([C:16]3[C:17]([NH:34][C:35]4[CH:44]=[C:43]5[C:38]([CH:39]=[CH:40][CH:41]=[N:42]5)=[C:37]([F:45])[CH:36]=4)=[N:18][CH:19]=[C:20]([C@H:22]([N:24]4[CH2:29][CH2:28][N:27]([S:30]([CH3:33])(=[O:32])=[O:31])[CH2:26][CH2:25]4)[CH3:23])[CH:21]=3)[N:10]=2)=CC=1.FC(F)(F)C(O)=O, predict the reaction product. The product is: [NH2:8][C:9]1[N:14]=[C:13]([CH3:15])[N:12]=[C:11]([C:16]2[C:17]([NH:34][C:35]3[CH:44]=[C:43]4[C:38]([CH:39]=[CH:40][CH:41]=[N:42]4)=[C:37]([F:45])[CH:36]=3)=[N:18][CH:19]=[C:20]([C@H:22]([N:24]3[CH2:25][CH2:26][N:27]([S:30]([CH3:33])(=[O:31])=[O:32])[CH2:28][CH2:29]3)[CH3:23])[CH:21]=2)[N:10]=1. (2) Given the reactants C(O[C:6](=O)[N:7]([C@@H:9]([CH3:49])[C:10]([NH:12][C@@H:13]([CH:41]1[CH2:46][CH2:45][C:44]([F:48])([F:47])[CH2:43][CH2:42]1)[C:14]([N:16]1[C@H:21]([C:22](=[O:34])[NH:23][C@H:24]2[C:33]3[C:28](=[CH:29][CH:30]=[CH:31][CH:32]=3)[O:27][CH2:26][CH2:25]2)[CH2:20][N:19]2[CH2:35][C@H:36]([O:38][CH2:39][CH3:40])[CH2:37][C@@H:18]2[CH2:17]1)=[O:15])=[O:11])C)(C)(C)C, predict the reaction product. The product is: [F:48][C:44]1([F:47])[CH2:45][CH2:46][CH:41]([C@H:13]([NH:12][C:10](=[O:11])[C@H:9]([CH3:49])[NH:7][CH3:6])[C:14]([N:16]2[C@H:21]([C:22]([NH:23][C@H:24]3[C:33]4[C:28](=[CH:29][CH:30]=[CH:31][CH:32]=4)[O:27][CH2:26][CH2:25]3)=[O:34])[CH2:20][N:19]3[CH2:35][C@H:36]([O:38][CH2:39][CH3:40])[CH2:37][C@@H:18]3[CH2:17]2)=[O:15])[CH2:42][CH2:43]1. (3) The product is: [Cl:1][C:2]1[CH:7]=[C:6]([Cl:8])[CH:5]=[CH:4][C:3]=1[C@@:9]1([CH2:32][N:33]2[CH:37]=[CH:36][N:35]=[CH:34]2)[O:13][C@H:12]([CH2:14][O:15][C:16]2[CH:21]=[CH:20][C:19]([N:22]3[CH2:27][CH2:26][N:25]([S:28]([CH2:31][CH2:38][O:39][CH3:40])(=[O:30])=[O:29])[CH2:24][CH2:23]3)=[CH:18][CH:17]=2)[CH2:11][O:10]1. Given the reactants [Cl:1][C:2]1[CH:7]=[C:6]([Cl:8])[CH:5]=[CH:4][C:3]=1[C@@:9]1([CH2:32][N:33]2[CH:37]=[CH:36][N:35]=[CH:34]2)[O:13][C@H:12]([CH2:14][O:15][C:16]2[CH:21]=[CH:20][C:19]([N:22]3[CH2:27][CH2:26][N:25]([S:28]([CH3:31])(=[O:30])=[O:29])[CH2:24][CH2:23]3)=[CH:18][CH:17]=2)[CH2:11][O:10]1.[CH3:38][O:39][CH2:40]CS(Cl)(=O)=O.CS(Cl)(=O)=O, predict the reaction product. (4) Given the reactants [Cl:1][C:2]1[CH:3]=[C:4]([CH:22]=[C:23]([C:25]([F:28])([F:27])[F:26])[CH:24]=1)[CH2:5][O:6][C:7]([N:9]1[CH2:15][CH2:14][CH2:13][N:12]2[N:16]=[C:17]([C:19]([OH:21])=O)[CH:18]=[C:11]2[CH2:10]1)=[O:8].[CH3:29][CH:30]1[CH2:35][O:34][CH2:33][CH2:32][NH:31]1.[C:36](#N)C, predict the reaction product. The product is: [CH3:29][CH:30]1[N:31]([CH2:36][C:19]([C:17]2[CH:18]=[C:11]3[CH2:10][N:9]([C:7]([O:6][CH2:5][C:4]4[CH:22]=[C:23]([C:25]([F:28])([F:26])[F:27])[CH:24]=[C:2]([Cl:1])[CH:3]=4)=[O:8])[CH2:15][CH2:14][CH2:13][N:12]3[N:16]=2)=[O:21])[CH2:32][CH2:33][O:34][CH2:35]1. (5) Given the reactants [Si:1]([O:8][CH:9]1[CH2:14][CH:13]([CH3:15])[CH2:12][C:11]([C:16]2[CH:21]=[CH:20][N:19]=[CH:18][C:17]=2[N+:22]([O-])=O)=[CH:10]1)([C:4]([CH3:7])([CH3:6])[CH3:5])([CH3:3])[CH3:2], predict the reaction product. The product is: [Si:1]([O:8][CH:9]1[CH2:14][CH:13]([CH3:15])[CH2:12][CH:11]([C:16]2[CH:21]=[CH:20][N:19]=[CH:18][C:17]=2[NH2:22])[CH2:10]1)([C:4]([CH3:7])([CH3:5])[CH3:6])([CH3:3])[CH3:2]. (6) Given the reactants C([O:8][N:9]1[C:18](=[O:19])[C:17]2[C:12](=[C:13]([F:27])[C:14]([N:22]3[CH2:26][CH2:25][CH2:24][CH2:23]3)=[C:15]([F:21])[C:16]=2[F:20])[N:11]([CH2:28][CH3:29])[C:10]1=[O:30])C1C=CC=CC=1.FC(F)(F)C([O-])=O.FC(F)(F)C([O-])=O.FC(F)(F)C([O-])=O.[B+3], predict the reaction product. The product is: [CH2:28]([N:11]1[C:12]2[C:17](=[C:16]([F:20])[C:15]([F:21])=[C:14]([N:22]3[CH2:23][CH2:24][CH2:25][CH2:26]3)[C:13]=2[F:27])[C:18](=[O:19])[N:9]([OH:8])[C:10]1=[O:30])[CH3:29]. (7) Given the reactants [F:1][C:2]1[CH:7]=[CH:6][C:5]([N:8]([CH2:16][CH2:17][OH:18])[CH2:9][CH2:10][CH2:11][C:12](OC)=O)=[CH:4][CH:3]=1.C(=O)(O)O.[NH2:23][NH:24][C:25]([NH2:27])=[NH:26].N1C=CC=CC=1, predict the reaction product. The product is: [NH2:27][C:25]1[NH:24][N:23]=[C:12]([CH2:11][CH2:10][CH2:9][N:8]([C:5]2[CH:6]=[CH:7][C:2]([F:1])=[CH:3][CH:4]=2)[CH2:16][CH2:17][OH:18])[N:26]=1. (8) Given the reactants CCN(C(C)C)C(C)C.[CH3:10][O:11][C:12]1[CH:13]=[CH:14][CH:15]=[C:16]2[C:21]=1[O:20][C:19](=[O:22])[C:18]([C:23]([OH:25])=O)=[CH:17]2.CN(C(ON1N=NC2C=CC=NC1=2)=[N+](C)C)C.F[P-](F)(F)(F)(F)F.[N:50]1[NH:51][C:52]([C:55]2[CH:56]=[C:57]([NH2:61])[CH:58]=[CH:59][CH:60]=2)=[CH:53][CH:54]=1, predict the reaction product. The product is: [N:50]1[NH:51][C:52]([C:55]2[CH:56]=[C:57]([NH:61][C:23]([C:18]3[C:19](=[O:22])[O:20][C:21]4[C:16]([CH:17]=3)=[CH:15][CH:14]=[CH:13][C:12]=4[O:11][CH3:10])=[O:25])[CH:58]=[CH:59][CH:60]=2)=[CH:53][CH:54]=1. (9) The product is: [C:25]([O:24][C@H:23]1[C@@H:18]([O:19][C:20](=[O:22])[CH3:21])[C@H:13]([O:14][C:15](=[O:17])[CH3:16])[C@@H:8]([CH2:5][O:4][C:1](=[O:3])[CH3:2])[O:9][CH:10]1[OH:12])(=[O:27])[CH3:26]. Given the reactants [C:1]([O:4][C@@H:5]([C@H:8]([C@@H:13]([C@@H:18]([CH2:23][O:24][C:25](=[O:27])[CH3:26])[O:19][C:20](=[O:22])[CH3:21])[O:14][C:15](=[O:17])[CH3:16])[O:9][C:10](=[O:12])C)C=O)(=[O:3])[CH3:2].C(O)C#C.C1(P(C2C=CC=CC=2)C2C=CC=CC=2)C=CC=CC=1, predict the reaction product. (10) Given the reactants C(OC([N:8]1[CH2:13][CH2:12][CH:11]([NH:14][C:15](=[O:45])[C:16]2[CH:21]=[CH:20][C:19]([C:22]3[N:23]=[C:24]([NH:27][C:28]([CH:30]4[CH2:34][CH2:33][CH2:32][N:31]4[C:35]([O:37][CH2:38][C:39]4[CH:44]=[CH:43][CH:42]=[CH:41][CH:40]=4)=[O:36])=[O:29])[S:25][CH:26]=3)=[CH:18][CH:17]=2)[CH2:10][CH2:9]1)=O)(C)(C)C, predict the reaction product. The product is: [CH2:38]([O:37][C:35]([N:31]1[CH2:32][CH2:33][CH2:34][CH:30]1[C:28](=[O:29])[NH:27][C:24]1[S:25][CH:26]=[C:22]([C:19]2[CH:20]=[CH:21][C:16]([C:15](=[O:45])[NH:14][CH:11]3[CH2:10][CH2:9][NH:8][CH2:13][CH2:12]3)=[CH:17][CH:18]=2)[N:23]=1)=[O:36])[C:39]1[CH:44]=[CH:43][CH:42]=[CH:41][CH:40]=1.